This data is from Full USPTO retrosynthesis dataset with 1.9M reactions from patents (1976-2016). The task is: Predict the reactants needed to synthesize the given product. (1) Given the product [Br:4][C:5]1[CH:13]=[C:12]2[C:29](=[CH:30][CH:31]=1)[C:33](=[O:32])[N:27]([CH2:21][C:20]1[CH:23]=[CH:24][C:17]([O:16][CH3:15])=[CH:18][CH:19]=1)[C:11]2([CH3:7])[CH3:10], predict the reactants needed to synthesize it. The reactants are: [H-].[Na+].[I-].[Br:4][C:5]1C=[C:7]2[C:11](=[CH:12][CH:13]=1)[C:10](=O)NC2.[CH3:15][O:16][C:17]1[CH:24]=[CH:23][C:20]([CH2:21]Br)=[CH:19][CH:18]=1.IC.[NH4+:27].[Cl-].[CH2:29]1[CH2:33][O:32][CH2:31][CH2:30]1. (2) Given the product [CH:19]([O:22][C:23]1[C:24]([N+:39]([O-:41])=[O:40])=[CH:25][C:26]([CH3:38])=[C:27]([C:7]2[CH2:16][CH2:15][C:10]3([O:14][CH2:13][CH2:12][O:11]3)[CH2:9][CH:8]=2)[CH:28]=1)([CH3:21])[CH3:20], predict the reactants needed to synthesize it. The reactants are: FC(F)(F)S(O[C:7]1[CH2:16][CH2:15][C:10]2([O:14][CH2:13][CH2:12][O:11]2)[CH2:9][CH:8]=1)(=O)=O.[CH:19]([O:22][C:23]1[C:24]([N+:39]([O-:41])=[O:40])=[CH:25][C:26]([CH3:38])=[C:27](B2OC(C)(C)C(C)(C)O2)[CH:28]=1)([CH3:21])[CH3:20].[O-]P([O-])([O-])=O.[K+].[K+].[K+].O.CCCCCC.CCOC(C)=O. (3) Given the product [Cl:1][C:2]1[N:3]=[C:4]([NH:21][C@@H:25]([CH:26]2[CH2:29][CH2:28]2)[CH3:27])[C:5]2[CH2:10][CH2:9][CH:8]([C:11]3[CH:16]=[CH:15][C:14]([F:17])=[CH:13][CH:12]=3)[C:6]=2[N:7]=1, predict the reactants needed to synthesize it. The reactants are: [Cl:1][C:2]1[N:3]=[C:4](Cl)[C:5]2[CH2:10][CH2:9][CH:8]([C:11]3[CH:16]=[CH:15][C:14]([F:17])=[CH:13][CH:12]=3)[C:6]=2[N:7]=1.CC[N:21]([CH:25]([CH3:27])[CH3:26])C(C)C.[CH2:28]1COC[CH2:29]1.